This data is from Full USPTO retrosynthesis dataset with 1.9M reactions from patents (1976-2016). The task is: Predict the reactants needed to synthesize the given product. Given the product [CH3:1][C:2]1[C:7](=[O:23])[CH2:6][C@H:5]([C:8]([CH3:10])=[CH2:9])[CH2:4][CH:3]=1, predict the reactants needed to synthesize it. The reactants are: [CH3:1][C:2]1[CH2:7][CH2:6][C@@H:5]([C:8]([CH3:10])=[CH2:9])[CH2:4][CH:3]=1.Cl.CC1CC[C@@H](C(C)=C)CC=1.N(Cl)=[O:23].CN(C)C=O.